From a dataset of Forward reaction prediction with 1.9M reactions from USPTO patents (1976-2016). Predict the product of the given reaction. (1) Given the reactants [CH:1]([O:4][C:5]1[CH:10]=[CH:9][C:8]([C:11]2[NH:12][C:13](=O)[C:14]3[O:19][C:18]4[CH:20]=[CH:21][CH:22]=[CH:23][C:17]=4[C:15]=3[N:16]=2)=[CH:7][CH:6]=1)([CH3:3])[CH3:2].O=P(Cl)(Cl)[Cl:27], predict the reaction product. The product is: [Cl:27][C:13]1[C:14]2[O:19][C:18]3[CH:20]=[CH:21][CH:22]=[CH:23][C:17]=3[C:15]=2[N:16]=[C:11]([C:8]2[CH:9]=[CH:10][C:5]([O:4][CH:1]([CH3:3])[CH3:2])=[CH:6][CH:7]=2)[N:12]=1. (2) Given the reactants [CH3:1][C:2]1[NH:3][C:4]2[C:9]([C:10]=1[CH3:11])=[CH:8][C:7]([O:12][C:13]1[C:22]3[C:17](=[CH:18][C:19]([OH:25])=[C:20]([O:23][CH3:24])[CH:21]=3)[N:16]=[CH:15][N:14]=1)=[CH:6][CH:5]=2.[CH3:26][N:27]([CH2:29][CH2:30][CH2:31]O)[CH3:28], predict the reaction product. The product is: [CH3:26][N:27]([CH2:29][CH2:30][CH2:31][O:25][C:19]1[CH:18]=[C:17]2[C:22]([C:13]([O:12][C:7]3[CH:8]=[C:9]4[C:4](=[CH:5][CH:6]=3)[NH:3][C:2]([CH3:1])=[C:10]4[CH3:11])=[N:14][CH:15]=[N:16]2)=[CH:21][C:20]=1[O:23][CH3:24])[CH3:28].